This data is from Forward reaction prediction with 1.9M reactions from USPTO patents (1976-2016). The task is: Predict the product of the given reaction. (1) Given the reactants [Cl:1][C:2]1[CH:7]=[C:6]([Cl:8])[CH:5]=[CH:4][C:3]=1[S:9]([NH:12][C:13]1[CH:18]=[C:17]([Cl:19])[C:16]([S:20][C:21]2[S:22][C:23]3[CH:29]=[CH:28][C:27]([C:30]#[N:31])=[CH:26][C:24]=3[N:25]=2)=[C:15]([Cl:32])[CH:14]=1)(=[O:11])=[O:10].[OH-:33].[K+].Cl, predict the reaction product. The product is: [Cl:19][C:17]1[CH:18]=[C:13]([NH:12][S:9]([C:3]2[CH:4]=[CH:5][C:6]([Cl:8])=[CH:7][C:2]=2[Cl:1])(=[O:11])=[O:10])[CH:14]=[C:15]([Cl:32])[C:16]=1[S:20][C:21]1[S:22][C:23]2[CH:29]=[CH:28][C:27]([C:30]([NH2:31])=[O:33])=[CH:26][C:24]=2[N:25]=1. (2) The product is: [F:22][CH:20]([F:21])[O:19][C:17]1[CH:16]=[N:15][C:14]2[N:13]([N:12]=[CH:11][C:10]=2[C:8]2[CH:9]=[C:5]([C:3]([OH:4])=[O:2])[S:6][C:7]=2[CH3:23])[CH:18]=1. Given the reactants C[O:2][C:3]([C:5]1[S:6][C:7]([CH3:23])=[C:8]([C:10]2[CH:11]=[N:12][N:13]3[CH:18]=[C:17]([O:19][CH:20]([F:22])[F:21])[CH:16]=[N:15][C:14]=23)[CH:9]=1)=[O:4].[OH-].[K+].CO.Cl, predict the reaction product. (3) Given the reactants [OH-].[Na+].O1CCCC1.[C:8]([O:12][C:13]([NH:15][C@H:16]1[CH2:21][CH2:20][CH2:19][CH2:18][C@H:17]1[NH:22][C:23]1[C:32]([F:33])=[CH:31][C:26]([C:27]([O:29]C)=[O:28])=[C:25]([NH:34][C:35]2[C:44]3[C:39](=[CH:40][CH:41]=[CH:42][CH:43]=3)[CH:38]=[N:37][CH:36]=2)[N:24]=1)=[O:14])([CH3:11])([CH3:10])[CH3:9], predict the reaction product. The product is: [C:8]([O:12][C:13]([NH:15][C@H:16]1[CH2:21][CH2:20][CH2:19][CH2:18][C@H:17]1[NH:22][C:23]1[C:32]([F:33])=[CH:31][C:26]([C:27]([OH:29])=[O:28])=[C:25]([NH:34][C:35]2[C:44]3[C:39](=[CH:40][CH:41]=[CH:42][CH:43]=3)[CH:38]=[N:37][CH:36]=2)[N:24]=1)=[O:14])([CH3:11])([CH3:9])[CH3:10]. (4) Given the reactants [CH2:1]([CH:4]1[CH2:9][CH2:8][N:7]([C:10]([O:12][C:13]([CH3:16])([CH3:15])[CH3:14])=[O:11])[CH2:6][CH2:5]1)[CH:2]=[CH2:3].B1C2CCCC1CCC2.C[O-].[Na+].Br[C:30]1[CH:31]=[N:32][C:33]2[C:38]([CH:39]=1)=[CH:37][CH:36]=[CH:35][CH:34]=2.C(Cl)Cl, predict the reaction product. The product is: [C:13]([O:12][C:10]([N:7]1[CH2:8][CH2:9][CH:4]([CH2:1][CH2:2][CH2:3][C:30]2[CH:31]=[N:32][C:33]3[C:38]([CH:39]=2)=[CH:37][CH:36]=[CH:35][CH:34]=3)[CH2:5][CH2:6]1)=[O:11])([CH3:16])([CH3:15])[CH3:14].